From a dataset of Forward reaction prediction with 1.9M reactions from USPTO patents (1976-2016). Predict the product of the given reaction. Given the reactants [C:1]([O:10][CH:11]([CH3:13])[CH3:12])(=[O:9])[CH2:2][C:3]([O:5][CH:6]([CH3:8])[CH3:7])=[O:4].[H-].[Na+].[N+:16]([C:19]1[CH:26]=[CH:25][C:22]([CH2:23]Br)=[CH:21][CH:20]=1)([O-:18])=[O:17], predict the reaction product. The product is: [N+:16]([C:19]1[CH:26]=[CH:25][C:22]([CH2:23][CH:2]([C:3]([O:5][CH:6]([CH3:7])[CH3:8])=[O:4])[C:1]([O:10][CH:11]([CH3:13])[CH3:12])=[O:9])=[CH:21][CH:20]=1)([O-:18])=[O:17].